From a dataset of Forward reaction prediction with 1.9M reactions from USPTO patents (1976-2016). Predict the product of the given reaction. (1) Given the reactants C[O:2][C:3]([CH:5]1[CH2:9][N:8]([C:10]([O:12][CH2:13][C:14]2[CH:19]=[CH:18][CH:17]=[CH:16][CH:15]=2)=[O:11])[CH:7]2[CH2:20][CH2:21][N:22]([C:23]([O:25][C:26]([CH3:29])([CH3:28])[CH3:27])=[O:24])[CH:6]12)=O.[Li+].[BH4-].CO.O, predict the reaction product. The product is: [C:26]([O:25][C:23]([N:22]1[CH:6]2[CH:7]([N:8]([C:10]([O:12][CH2:13][C:14]3[CH:15]=[CH:16][CH:17]=[CH:18][CH:19]=3)=[O:11])[CH2:9][CH:5]2[CH2:3][OH:2])[CH2:20][CH2:21]1)=[O:24])([CH3:29])([CH3:27])[CH3:28]. (2) Given the reactants N#N.[CH2:3]([N:10]1[CH2:14][CH2:13][C@H:12]([C@@H:15]([OH:20])[CH2:16][CH:17]([CH3:19])[CH3:18])[CH2:11]1)[C:4]1[CH:9]=[CH:8][CH:7]=[CH:6][CH:5]=1.[H-].[Na+].[Cl:23][C:24]1[N:29]=[C:28]([CH3:30])[C:27](F)=[CH:26][CH:25]=1, predict the reaction product. The product is: [CH2:3]([N:10]1[CH2:14][CH2:13][C@H:12]([C@@H:15]([O:20][C:27]2[C:28]([CH3:30])=[N:29][C:24]([Cl:23])=[CH:25][CH:26]=2)[CH2:16][CH:17]([CH3:18])[CH3:19])[CH2:11]1)[C:4]1[CH:9]=[CH:8][CH:7]=[CH:6][CH:5]=1. (3) Given the reactants [F:1][CH:2]([F:24])[O:3][C:4]1[CH:5]=[C:6]([N:10]2[CH:15]=[CH:14][C:13](=[O:16])[C:12]([C:17](=O)/[CH:18]=[CH:19]/[N:20](C)C)=[N:11]2)[CH:7]=[CH:8][CH:9]=1.[F:25][C:26]1([F:37])[O:30][C:29]2[CH:31]=[CH:32][CH:33]=[C:34]([NH:35]N)[C:28]=2[O:27]1.N([O-])=O.[Na+].[Sn](Cl)Cl, predict the reaction product. The product is: [F:37][C:26]1([F:25])[O:30][C:29]2[CH:31]=[CH:32][CH:33]=[C:34]([N:35]3[C:17]([C:12]4[C:13](=[O:16])[CH:14]=[CH:15][N:10]([C:6]5[CH:7]=[CH:8][CH:9]=[C:4]([O:3][CH:2]([F:24])[F:1])[CH:5]=5)[N:11]=4)=[CH:18][CH:19]=[N:20]3)[C:28]=2[O:27]1. (4) Given the reactants [F-].[Cs+].Br[C:4]1[N:9]=[C:8]2[N:10]([CH2:13][C:14]3[CH:15]=[C:16]4[C:21](=[CH:22][CH:23]=3)[N:20]=[CH:19][CH:18]=[CH:17]4)[N:11]=[N:12][C:7]2=[N:6][CH:5]=1.CC1(C)C(C)(C)OB([C:32]2[CH:33]=[N:34][N:35](C(OC(C)(C)C)=O)[CH:36]=2)O1.C(Cl)Cl, predict the reaction product. The product is: [NH:34]1[CH:33]=[C:32]([C:4]2[N:9]=[C:8]3[N:10]([CH2:13][C:14]4[CH:15]=[C:16]5[C:21](=[CH:22][CH:23]=4)[N:20]=[CH:19][CH:18]=[CH:17]5)[N:11]=[N:12][C:7]3=[N:6][CH:5]=2)[CH:36]=[N:35]1. (5) Given the reactants [F:1][C:2]1([F:16])[CH2:5][CH:4]([C:6]([O:8]CC2C=CC=CC=2)=O)[CH2:3]1.[CH3:17][C:18]1([CH3:26])[O:25][C:23](=[O:24])[CH2:22][C:20](=[O:21])[O:19]1.CCN=C=NCCCN(C)C.O, predict the reaction product. The product is: [F:16][C:2]1([F:1])[CH2:3][CH:4]([C:6]([CH:22]2[C:23](=[O:24])[O:25][C:18]([CH3:26])([CH3:17])[O:19][C:20]2=[O:21])=[O:8])[CH2:5]1. (6) Given the reactants [CH3:1][C:2]1[C:11]2[NH:10][C:9](=O)[C@@H:8]3[CH2:13][N:14]([C:16]([O:18][C:19]([CH3:22])([CH3:21])[CH3:20])=[O:17])[CH2:15][C@@H:7]3[C:6]=2[CH:5]=[CH:4][CH:3]=1.CN(C=O)C.[Br:28]N1C(=O)CCC1=O, predict the reaction product. The product is: [Br:28][C:4]1[CH:3]=[C:2]([CH3:1])[C:11]2[NH:10][CH2:9][C@@H:8]3[CH2:13][N:14]([C:16]([O:18][C:19]([CH3:22])([CH3:21])[CH3:20])=[O:17])[CH2:15][C@@H:7]3[C:6]=2[CH:5]=1.